Dataset: Forward reaction prediction with 1.9M reactions from USPTO patents (1976-2016). Task: Predict the product of the given reaction. (1) Given the reactants [F:1][C:2]([F:30])([F:29])[C:3]1[CH:4]=[C:5]([C:13]2[N:17]=[CH:16][N:15](/[CH:18]=[C:19](\[C:23]3[CH:24]=[N:25][CH:26]=[CH:27][CH:28]=3)/[C:20]([OH:22])=O)[N:14]=2)[CH:6]=[C:7]([C:9]([F:12])([F:11])[F:10])[CH:8]=1.ClC(OCC(C)C)=O.C[N:40]1CCOCC1, predict the reaction product. The product is: [F:1][C:2]([F:29])([F:30])[C:3]1[CH:4]=[C:5]([C:13]2[N:17]=[CH:16][N:15](/[CH:18]=[C:19](\[C:23]3[CH:24]=[N:25][CH:26]=[CH:27][CH:28]=3)/[C:20]([NH2:40])=[O:22])[N:14]=2)[CH:6]=[C:7]([C:9]([F:10])([F:11])[F:12])[CH:8]=1. (2) Given the reactants [CH3:1][C:2]1[O:6][N:5]=[C:4]([C:7]2[CH:12]=[CH:11][CH:10]=[CH:9][CH:8]=2)[C:3]=1[C:13]([NH:15][NH2:16])=[O:14].[N:17]1[C:21]2[CH:22]=[CH:23][C:24]([C:26](O)=O)=[CH:25][C:20]=2[NH:19][CH:18]=1, predict the reaction product. The product is: [CH3:1][C:2]1[O:6][N:5]=[C:4]([C:7]2[CH:12]=[CH:11][CH:10]=[CH:9][CH:8]=2)[C:3]=1[C:13]1[O:14][C:26]([C:24]2[CH:23]=[CH:22][C:21]3[NH:17][CH:18]=[N:19][C:20]=3[CH:25]=2)=[N:16][N:15]=1. (3) Given the reactants [N+:1]([O-:4])([O-:3])=[O:2].[Rb+:5].O.O.O.O.O.O.O.O.O.[N+:15]([O-:18])([O-:17])=[O:16].[Al+3:19].[N+:20]([O-:23])([O-:22])=[O:21].[N+:24]([O-:27])([O-:26])=[O:25], predict the reaction product. The product is: [N+:1]([O-:4])([O-:3])=[O:2].[Al+3:19].[N+:15]([O-:18])([O-:17])=[O:16].[N+:20]([O-:23])([O-:22])=[O:21].[N+:24]([O-:27])([O-:26])=[O:25].[Rb+:5]. (4) Given the reactants [CH3:1][O:2][C:3]([C:5]1[C:14]([NH:15][C:16](=[O:25])[C:17]2[CH:22]=[CH:21][CH:20]=[C:19]([CH2:23]Cl)[CH:18]=2)=[CH:13][C:12]2[C:7](=[CH:8][CH:9]=[CH:10][CH:11]=2)[CH:6]=1)=[O:4].N1C=CC=CC=1.[CH3:32][CH:33]([OH:40])[CH2:34][NH:35][CH2:36][CH:37]([OH:39])[CH3:38].ClCC1C=C(C=CC=1)C(O)=O, predict the reaction product. The product is: [CH3:1][O:2][C:3]([C:5]1[C:14]([NH:15][C:16](=[O:25])[C:17]2[CH:22]=[CH:21][CH:20]=[C:19]([CH2:23][N:35]([CH2:36][CH:37]([OH:39])[CH3:38])[CH2:34][CH:33]([OH:40])[CH3:32])[CH:18]=2)=[CH:13][C:12]2[C:7](=[CH:8][CH:9]=[CH:10][CH:11]=2)[CH:6]=1)=[O:4]. (5) Given the reactants [Cl:1][C:2]1[CH:10]=[C:9]2[C:5]([CH:6]=[C:7]([C:22]3[CH:27]=[CH:26][CH:25]=[CH:24][CH:23]=3)[N:8]2[CH2:11][C:12]2[N:17]=[C:16]([C:18]([O:20][CH3:21])=[O:19])[CH:15]=[CH:14][CH:13]=2)=[CH:4][C:3]=1[OH:28].C(=O)([O-])[O-].[K+].[K+].[CH2:35](I)[CH3:36], predict the reaction product. The product is: [Cl:1][C:2]1[CH:10]=[C:9]2[C:5]([CH:6]=[C:7]([C:22]3[CH:27]=[CH:26][CH:25]=[CH:24][CH:23]=3)[N:8]2[CH2:11][C:12]2[N:17]=[C:16]([C:18]([O:20][CH3:21])=[O:19])[CH:15]=[CH:14][CH:13]=2)=[CH:4][C:3]=1[O:28][CH2:35][CH3:36]. (6) Given the reactants [CH:1]1([C:4]([C:6]2[CH:7]=[C:8]([CH:30]=[CH:31][CH:32]=2)[O:9][CH:10]2[CH2:15][N:14]([C:16]([C:18]3[CH:23]=[CH:22][CH:21]=[CH:20][C:19]=3[N:24]3[N:28]=[CH:27][CH:26]=[N:25]3)=[O:17])[CH:13]([CH3:29])[CH2:12][CH2:11]2)=[O:5])[CH2:3][CH2:2]1.[CH:33]1([Mg]Br)CC1, predict the reaction product. The product is: [CH:1]1([C:4]([C:6]2[CH:7]=[C:8]([CH:30]=[CH:31][CH:32]=2)[O:9][CH:10]2[CH2:15][N:14]([C:16]([C:18]3[CH:23]=[CH:22][CH:21]=[CH:20][C:19]=3[N:24]3[N:25]=[CH:26][CH:27]=[N:28]3)=[O:17])[CH:13]([CH3:29])[CH2:12][CH2:11]2)=[O:5])[CH2:3][CH2:33][CH2:2]1. (7) Given the reactants Br[C:2]1[C:31]2=[N:32][C:28]3=[CH:29][N:30]2[C:5]([N:6]2[CH2:38][CH2:37][C:9]([CH3:39])([O:10][CH2:11][CH2:12][CH2:13][CH2:14][C@H:15]([CH3:36])[O:16][C:17]4[CH:18]=[C:19]([F:35])[C:20]([F:34])=[CH:21][C:22]=4[C:23]4[CH:33]=[C:27]3[CH:26]=[CH:25][CH:24]=4)[CH2:8][CH2:7]2)=[C:4]([C@H:40]([O:45][C:46]([CH3:49])([CH3:48])[CH3:47])[C:41]([O:43][CH3:44])=[O:42])[C:3]=1[CH3:50].[C:51](O[C@@H](C1C(C)=C(C=C)C2=NC3=CN2C=1N1CCC(C)(OCCCC[C@H](C)OC2C=CC(F)=CC=2C2C=C3C=CC=2)CC1)C(OC)=O)(C)(C)[CH3:52], predict the reaction product. The product is: [C:46]([O:45][C@@H:40]([C:4]1[C:3]([CH3:50])=[C:2]([CH:51]=[CH2:52])[C:31]2=[N:32][C:28]3=[CH:29][N:30]2[C:5]=1[N:6]1[CH2:7][CH2:8][C:9]([CH3:39])([O:10][CH2:11][CH2:12][CH2:13][CH2:14][C@H:15]([CH3:36])[O:16][C:17]2[CH:18]=[C:19]([F:35])[C:20]([F:34])=[CH:21][C:22]=2[C:23]2[CH:33]=[C:27]3[CH:26]=[CH:25][CH:24]=2)[CH2:37][CH2:38]1)[C:41]([O:43][CH3:44])=[O:42])([CH3:48])([CH3:49])[CH3:47]. (8) Given the reactants [CH3:1][O:2][C:3]1[N:13]=[CH:12][C:11]2[S:10][CH2:9][CH2:8][NH:7][CH2:6][C:5]=2[CH:4]=1.[CH:14]([C:16]1[CH:25]=[CH:24][C:19]([C:20]([O:22][CH3:23])=[O:21])=[C:18]([O:26][CH3:27])[CH:17]=1)=O.C([BH3-])#N.[Na+], predict the reaction product. The product is: [CH3:27][O:26][C:18]1[CH:17]=[C:16]([CH2:14][N:7]2[CH2:6][C:5]3[CH:4]=[C:3]([O:2][CH3:1])[N:13]=[CH:12][C:11]=3[S:10][CH2:9][CH2:8]2)[CH:25]=[CH:24][C:19]=1[C:20]([O:22][CH3:23])=[O:21]. (9) Given the reactants [CH2:1]([O:8][C:9]([N:11]1[CH2:15][CH2:14][CH2:13][C@H:12]1[C:16](=[O:31])[NH:17][C:18]1[S:19][CH:20]=[C:21]([C:23]2[O:24][C:25]([C:28](O)=[O:29])=[CH:26][CH:27]=2)[N:22]=1)=[O:10])[C:2]1[CH:7]=[CH:6][CH:5]=[CH:4][CH:3]=1.CN(C(ON1N=NC2[CH:43]=[CH:44][CH:45]=[N:46]C1=2)=[N+](C)C)C.F[P-](F)(F)(F)(F)F.CCN(C(C)C)C(C)C.C1(N)CC1, predict the reaction product. The product is: [CH2:1]([O:8][C:9]([N:11]1[CH2:15][CH2:14][CH2:13][C@H:12]1[C:16](=[O:31])[NH:17][C:18]1[S:19][CH:20]=[C:21]([C:23]2[O:24][C:25]([C:28](=[O:29])[NH:46][CH:45]3[CH2:43][CH2:44]3)=[CH:26][CH:27]=2)[N:22]=1)=[O:10])[C:2]1[CH:3]=[CH:4][CH:5]=[CH:6][CH:7]=1. (10) Given the reactants [OH:1][C:2]1[CH:3]=[C:4]([CH:9]=[C:10]([OH:12])[CH:11]=1)[C:5]([O:7][CH3:8])=[O:6].[C:13]([O-:16])([O-])=O.[K+].[K+].[CH2:19](Cl)[O:20][CH3:21].[CH3:23]C#N, predict the reaction product. The product is: [CH3:8][O:7][C:5](=[O:6])[C:4]1[CH:3]=[C:2]([O:1][CH2:19][O:20][CH3:21])[CH:11]=[C:10]([O:12][CH2:23][O:16][CH3:13])[CH:9]=1.